From a dataset of Forward reaction prediction with 1.9M reactions from USPTO patents (1976-2016). Predict the product of the given reaction. Given the reactants [CH3:1][O:2][C:3](=[O:63])[NH:4][CH:5]([C:9]([N:11]1[CH2:15][CH2:14][CH2:13][CH:12]1[C:16]1[NH:17][C:18]([C:21]2[CH:30]=[CH:29][C:28]3[C:23](=[CH:24][CH:25]=[C:26]([C:31]4[CH:36]=[CH:35][C:34]([C:37]5[NH:38][C:39]([CH:42]6[CH2:46][CH:45](C#N)[CH2:44][N:43]6C(=O)C(NC(OC)=O)C6C=CC=CC=6)=[N:40][CH:41]=5)=[CH:33][CH:32]=4)[CH:27]=3)[CH:22]=2)=[CH:19][N:20]=1)=[O:10])[CH:6]([CH3:8])[CH3:7].CO[C:66](=O)[NH:67]C(C(N1CC(C#N)CC1C1NC(C2C=CC3C(=CC=C(B4OC(C)(C)C(C)(C)O4)C=3)C=2)=CN=1)=O)C(C)C.C(OC(N1CCCC1C1NC(C2C=CC(Br)=CC=2)=CN=1)=O)(C)(C)C.[CH3:130][N:131]([CH:133]([C:137]1[CH:142]=[CH:141][CH:140]=[CH:139][CH:138]=1)[C:134]([OH:136])=O)[CH3:132], predict the reaction product. The product is: [CH3:1][O:2][C:3](=[O:63])[NH:4][CH:5]([C:9]([N:11]1[CH2:15][CH:14]([C:66]#[N:67])[CH2:13][CH:12]1[C:16]1[NH:17][C:18]([C:21]2[CH:30]=[CH:29][C:28]3[C:23](=[CH:24][CH:25]=[C:26]([C:31]4[CH:36]=[CH:35][C:34]([C:37]5[NH:38][C:39]([CH:42]6[CH2:46][CH2:45][CH2:44][N:43]6[C:134](=[O:136])[CH:133]([N:131]([CH3:130])[CH3:132])[C:137]6[CH:142]=[CH:141][CH:140]=[CH:139][CH:138]=6)=[N:40][CH:41]=5)=[CH:33][CH:32]=4)[CH:27]=3)[CH:22]=2)=[CH:19][N:20]=1)=[O:10])[CH:6]([CH3:7])[CH3:8].